Dataset: NCI-60 drug combinations with 297,098 pairs across 59 cell lines. Task: Regression. Given two drug SMILES strings and cell line genomic features, predict the synergy score measuring deviation from expected non-interaction effect. (1) Synergy scores: CSS=32.1, Synergy_ZIP=4.68, Synergy_Bliss=4.55, Synergy_Loewe=-2.89, Synergy_HSA=6.01. Drug 2: CC1C(C(CC(O1)OC2CC(CC3=C2C(=C4C(=C3O)C(=O)C5=C(C4=O)C(=CC=C5)OC)O)(C(=O)C)O)N)O.Cl. Cell line: NCIH23. Drug 1: CC(C1=C(C=CC(=C1Cl)F)Cl)OC2=C(N=CC(=C2)C3=CN(N=C3)C4CCNCC4)N. (2) Drug 1: C1=CN(C(=O)N=C1N)C2C(C(C(O2)CO)O)O.Cl. Drug 2: C1C(C(OC1N2C=NC3=C2NC=NCC3O)CO)O. Cell line: NCI-H522. Synergy scores: CSS=24.5, Synergy_ZIP=2.13, Synergy_Bliss=1.15, Synergy_Loewe=-12.6, Synergy_HSA=-0.0113.